This data is from Forward reaction prediction with 1.9M reactions from USPTO patents (1976-2016). The task is: Predict the product of the given reaction. (1) Given the reactants [OH:1][C:2]([CH3:16])([CH3:15])[CH2:3][N:4]1[C:8]([CH3:9])=[C:7]([CH2:10][C:11]([OH:13])=O)[C:6]([CH3:14])=[N:5]1.CCN=C=NCCCN(C)C.Cl.ON1C2C=CC=CC=2N=N1.C(N1CCOCC1)C.[Cl:47][C:48]1[CH:53]=[C:52]([F:54])[CH:51]=[CH:50][C:49]=1[CH2:55][NH2:56], predict the reaction product. The product is: [Cl:47][C:48]1[CH:53]=[C:52]([F:54])[CH:51]=[CH:50][C:49]=1[CH2:55][NH:56][C:11](=[O:13])[CH2:10][C:7]1[C:6]([CH3:14])=[N:5][N:4]([CH2:3][C:2]([OH:1])([CH3:16])[CH3:15])[C:8]=1[CH3:9]. (2) Given the reactants O[CH2:2][CH2:3][C:4]1[CH:23]=[CH:22][C:7]([O:8][CH2:9][CH2:10][O:11][CH2:12][CH2:13][NH:14][C:15](=[O:21])[O:16][C:17]([CH3:20])([CH3:19])[CH3:18])=[CH:6][CH:5]=1.C1(P(C2C=CC=CC=2)C2C=CC=CC=2)C=CC=CC=1.C(Cl)(Cl)(Cl)[Cl:44], predict the reaction product. The product is: [Cl:44][CH2:2][CH2:3][C:4]1[CH:23]=[CH:22][C:7]([O:8][CH2:9][CH2:10][O:11][CH2:12][CH2:13][NH:14][C:15](=[O:21])[O:16][C:17]([CH3:20])([CH3:19])[CH3:18])=[CH:6][CH:5]=1. (3) The product is: [Cl:15][C:7]1[N:8]=[CH:9][C:10]2[N:11]=[C:2]([Cl:1])[CH:3]=[CH:4][C:5]=2[N:6]=1. Given the reactants [Cl:1][C:2]1[CH:3]=[CH:4][C:5]2[C:10]([N:11]=1)=[CH:9][NH:8][C:7](=O)[N:6]=2.O=P(Cl)(Cl)[Cl:15], predict the reaction product. (4) Given the reactants CC1C=CC(S(O)(=O)=O)=CC=1.[O:12]1[CH2:16][CH2:15][C@@H:14]([NH2:17])[CH2:13]1.Cl[C:19]1[N:24]=[C:23]([C:25]([F:28])([F:27])[F:26])[C:22]([C:29]([O:31][CH3:32])=[O:30])=[CH:21][N:20]=1.CCN(C(C)C)C(C)C, predict the reaction product. The product is: [O:12]1[CH2:16][CH2:15][C@@H:14]([NH:17][C:19]2[N:24]=[C:23]([C:25]([F:27])([F:28])[F:26])[C:22]([C:29]([O:31][CH3:32])=[O:30])=[CH:21][N:20]=2)[CH2:13]1. (5) Given the reactants Br[C:2]1[C:3]([Cl:9])=[N:4][C:5]([Cl:8])=[N:6][CH:7]=1.C([Mg]Cl)(C)C.[Br:15][C:16]1[CH:17]=[C:18]([CH:21]=[CH:22][CH:23]=1)[CH:19]=[O:20], predict the reaction product. The product is: [Br:15][C:16]1[CH:17]=[C:18]([CH:19]([C:2]2[C:3]([Cl:9])=[N:4][C:5]([Cl:8])=[N:6][CH:7]=2)[OH:20])[CH:21]=[CH:22][CH:23]=1. (6) Given the reactants Cl.Cl.Cl.[NH:4]1[C:12]2[C:7](=[CH:8][CH:9]=[C:10]([NH:13][C:14]([C:16]3[C:35]([N:36]4[CH2:41][CH2:40][NH:39][CH2:38][CH2:37]4)=[CH:34][C:19]4[NH:20][C:21]([NH:23][C:24]5[CH:29]=[CH:28][CH:27]=[CH:26][C:25]=5[C:30]([F:33])([F:32])[F:31])=[N:22][C:18]=4[CH:17]=3)=[O:15])[CH:11]=2)[CH:6]=[N:5]1.C(N(CC)CC)C.[CH3:49][N:50]([CH3:55])[S:51](Cl)(=[O:53])=[O:52].O.NN, predict the reaction product. The product is: [NH:4]1[C:12]2[C:7](=[CH:8][CH:9]=[C:10]([NH:13][C:14]([C:16]3[C:35]([N:36]4[CH2:37][CH2:38][N:39]([S:51](=[O:53])(=[O:52])[N:50]([CH3:55])[CH3:49])[CH2:40][CH2:41]4)=[CH:34][C:19]4[NH:20][C:21]([NH:23][C:24]5[CH:29]=[CH:28][CH:27]=[CH:26][C:25]=5[C:30]([F:31])([F:32])[F:33])=[N:22][C:18]=4[CH:17]=3)=[O:15])[CH:11]=2)[CH:6]=[N:5]1. (7) Given the reactants [C:1]([C:5]1[CH:6]=[C:7]([CH:11]=[C:12]([C:14]#[N:15])[CH:13]=1)C(O)=O)([CH3:4])([CH3:3])[CH3:2].C1C=CC(OP(OC2C=CC=CC=2)([N:25]=[N+]=[N-])=O)=CC=1.[C:35]([OH:39])([CH3:38])([CH3:37])[CH3:36].C1[CH2:44][O:43]CC1, predict the reaction product. The product is: [C:1]([C:5]1[CH:6]=[C:7]([NH:25][C:44](=[O:43])[O:39][C:35]([CH3:38])([CH3:37])[CH3:36])[CH:11]=[C:12]([C:14]#[N:15])[CH:13]=1)([CH3:2])([CH3:3])[CH3:4].